Predict the reactants needed to synthesize the given product. From a dataset of Full USPTO retrosynthesis dataset with 1.9M reactions from patents (1976-2016). The reactants are: Cl.[NH2:2][OH:3].[CH2:4]([N:6]([CH3:16])[C:7]1[CH:8]=[C:9]([CH:12]=[C:13]([CH3:15])[N:14]=1)[C:10]#[N:11])[CH3:5]. Given the product [CH2:4]([N:6]([CH3:16])[C:7]1[CH:8]=[C:9]([CH:12]=[C:13]([CH3:15])[N:14]=1)[C:10]([NH:2][OH:3])=[NH:11])[CH3:5], predict the reactants needed to synthesize it.